From a dataset of Catalyst prediction with 721,799 reactions and 888 catalyst types from USPTO. Predict which catalyst facilitates the given reaction. (1) Reactant: [CH2:1]([N:8]1[N:12]=[N:11][C:10]([CH:13]([S:20]([C:23]2[CH:28]=[CH:27][C:26]([Cl:29])=[CH:25][CH:24]=2)(=[O:22])=[O:21])[CH2:14][CH2:15][CH2:16][CH2:17][CH2:18]O)=[N:9]1)[C:2]1[CH:7]=[CH:6][CH:5]=[CH:4][CH:3]=1.C(C=P(CCCC)(CCCC)CCCC)#N. Product: [CH2:1]([N:8]1[N:12]=[N:11][C:10]([C:13]2([S:20]([C:23]3[CH:28]=[CH:27][C:26]([Cl:29])=[CH:25][CH:24]=3)(=[O:22])=[O:21])[CH2:18][CH2:17][CH2:16][CH2:15][CH2:14]2)=[N:9]1)[C:2]1[CH:7]=[CH:6][CH:5]=[CH:4][CH:3]=1. The catalyst class is: 11. (2) Reactant: [Cl:1][C:2]1[C:3](C(N)=O)=[N:4][CH:5]=[CH:6][C:7]=1[O:8][C:9]1[CH:14]=[CH:13][C:12]([NH:15][C:16]([C:18]2[C:19](=[O:34])[N:20]([C:27]3[CH:32]=[CH:31][C:30]([F:33])=[CH:29][CH:28]=3)[CH:21]=[CH:22][C:23]=2OCC)=[O:17])=[CH:11][C:10]=1[F:35].O.[C:40]([OH:43])(=O)[CH3:41].C(O)(=O)C.IC1C=CC=CC=1.CC#[N:57]. Product: [NH2:57][C:3]1[C:2]([Cl:1])=[C:7]([O:8][C:9]2[CH:14]=[CH:13][C:12]([NH:15][C:16]([C:18]3[C:19](=[O:34])[N:20]([C:27]4[CH:28]=[CH:29][C:30]([F:33])=[CH:31][CH:32]=4)[CH:21]=[CH:22][C:23]=3[O:43][CH2:40][CH3:41])=[O:17])=[CH:11][C:10]=2[F:35])[CH:6]=[CH:5][N:4]=1. The catalyst class is: 25. (3) Reactant: [CH:1]1([NH:4][C:5](=[O:24])[C:6]2[CH:11]=[C:10]([C:12]3[CH:17]=[C:16]([CH3:18])[C:15]([N+:19]([O-])=O)=[CH:14][N:13]=3)[C:9]([CH3:22])=[C:8]([F:23])[CH:7]=2)[CH2:3][CH2:2]1. Product: [NH2:19][C:15]1[C:16]([CH3:18])=[CH:17][C:12]([C:10]2[CH:11]=[C:6]([CH:7]=[C:8]([F:23])[C:9]=2[CH3:22])[C:5]([NH:4][CH:1]2[CH2:3][CH2:2]2)=[O:24])=[N:13][CH:14]=1. The catalyst class is: 29. (4) Reactant: [Cl:1][C:2]1[CH:7]=[C:6]([CH3:8])[C:5]([NH:9][C:10]([C:12]2[N:13]([C:21]3[C:26]([Cl:27])=[CH:25][CH:24]=[CH:23][N:22]=3)[N:14]=[C:15]([C:17]([F:20])([F:19])[F:18])[CH:16]=2)=[O:11])=[C:4]([C:28](=[O:35])[N:29]=S(CC)CC)[CH:3]=1.Cl. Product: [C:28]([C:4]1[CH:3]=[C:2]([Cl:1])[CH:7]=[C:6]([CH3:8])[C:5]=1[NH:9][C:10]([C:12]1[N:13]([C:21]2[C:26]([Cl:27])=[CH:25][CH:24]=[CH:23][N:22]=2)[N:14]=[C:15]([C:17]([F:18])([F:19])[F:20])[CH:16]=1)=[O:11])(=[O:35])[NH2:29]. The catalyst class is: 15.